This data is from NCI-60 drug combinations with 297,098 pairs across 59 cell lines. The task is: Regression. Given two drug SMILES strings and cell line genomic features, predict the synergy score measuring deviation from expected non-interaction effect. (1) Drug 1: CC(CN1CC(=O)NC(=O)C1)N2CC(=O)NC(=O)C2. Drug 2: CC1=C(C(=CC=C1)Cl)NC(=O)C2=CN=C(S2)NC3=CC(=NC(=N3)C)N4CCN(CC4)CCO. Cell line: CCRF-CEM. Synergy scores: CSS=59.6, Synergy_ZIP=1.39, Synergy_Bliss=3.96, Synergy_Loewe=1.79, Synergy_HSA=1.82. (2) Drug 1: CCC(=C(C1=CC=CC=C1)C2=CC=C(C=C2)OCCN(C)C)C3=CC=CC=C3.C(C(=O)O)C(CC(=O)O)(C(=O)O)O. Drug 2: CC1C(C(CC(O1)OC2CC(OC(C2O)C)OC3=CC4=CC5=C(C(=O)C(C(C5)C(C(=O)C(C(C)O)O)OC)OC6CC(C(C(O6)C)O)OC7CC(C(C(O7)C)O)OC8CC(C(C(O8)C)O)(C)O)C(=C4C(=C3C)O)O)O)O. Cell line: RXF 393. Synergy scores: CSS=54.1, Synergy_ZIP=10.7, Synergy_Bliss=10.5, Synergy_Loewe=-11.6, Synergy_HSA=9.18.